Dataset: Full USPTO retrosynthesis dataset with 1.9M reactions from patents (1976-2016). Task: Predict the reactants needed to synthesize the given product. (1) Given the product [Br:1][C:2]1[CH:7]=[CH:6][C:5]([NH:8][C:9]2[CH:14]=[CH:13][C:12]([C:15]([C:17]3[CH:22]=[CH:21][CH:20]=[CH:19][C:18]=3[CH3:23])=[O:16])=[C:11]([Cl:24])[CH:10]=2)=[C:4]([CH:3]=1)[CH2:25][O:26][CH2:27][CH2:28][N:33]1[C:34](=[O:35])[CH2:36][NH:30][C:31]1=[O:32], predict the reactants needed to synthesize it. The reactants are: [Br:1][C:2]1[CH:7]=[CH:6][C:5]([NH:8][C:9]2[CH:14]=[CH:13][C:12]([C:15]([C:17]3[CH:22]=[CH:21][CH:20]=[CH:19][C:18]=3[CH3:23])=[O:16])=[C:11]([Cl:24])[CH:10]=2)=[C:4]([CH2:25][O:26][CH2:27][CH2:28]O)[CH:3]=1.[NH:30]1[CH2:36][C:34](=[O:35])[NH:33][C:31]1=[O:32]. (2) Given the product [CH3:1][N:2]([CH:3]1[CH2:8][CH2:7][CH2:6][CH2:5][CH2:4]1)[C:13]1[C:12]2[N:16]=[CH:17][N:18]([C:11]=2[N:10]=[CH:9][N:14]=1)[C@@H:19]1[O:23][C@H:22]([CH2:24][OH:25])[C@@H:21]([OH:26])[C@H:20]1[OH:27], predict the reactants needed to synthesize it. The reactants are: [CH3:1][NH:2][CH:3]1[CH2:8][CH2:7][CH2:6][CH2:5][CH2:4]1.[CH:9]1[N:14]=[C:13](Cl)[C:12]2[N:16]=[CH:17][N:18]([C@@H:19]3[O:23][C@H:22]([CH2:24][OH:25])[C@@H:21]([OH:26])[C@H:20]3[OH:27])[C:11]=2[N:10]=1.